From a dataset of Full USPTO retrosynthesis dataset with 1.9M reactions from patents (1976-2016). Predict the reactants needed to synthesize the given product. (1) Given the product [C:12]([O:11][C:9](=[O:10])[NH:21][CH2:20][CH2:19][C:18]1[CH:22]=[CH:23][CH:24]=[CH:25][C:17]=1[Br:16])([CH3:13])([CH3:14])[CH3:15], predict the reactants needed to synthesize it. The reactants are: [C:12]([O:11][C:9](O[C:9]([O:11][C:12]([CH3:15])([CH3:14])[CH3:13])=[O:10])=[O:10])([CH3:15])([CH3:14])[CH3:13].[Br:16][C:17]1[CH:25]=[CH:24][CH:23]=[CH:22][C:18]=1[CH2:19][CH2:20][NH2:21].C(N(CC)CC)C. (2) Given the product [CH3:1][N:2]1[CH2:10][C:9]2[C:4](=[C:5]([N+:20]([O-:22])=[O:21])[CH:6]=[CH:7][C:8]=2[C:30]2[CH2:35][CH2:34][CH:33]([C:36]([O:38][CH2:39][CH3:40])=[O:37])[CH2:32][CH:31]=2)[C:3]1=[O:23], predict the reactants needed to synthesize it. The reactants are: [CH3:1][N:2]1[CH2:10][C:9]2[C:4](=[C:5]([N+:20]([O-:22])=[O:21])[CH:6]=[CH:7][C:8]=2B2OC(C)(C)C(C)(C)O2)[C:3]1=[O:23].FC(F)(F)S(O[C:30]1[CH2:35][CH2:34][CH:33]([C:36]([O:38][CH2:39][CH3:40])=[O:37])[CH2:32][CH:31]=1)(=O)=O.C(=O)([O-])[O-].[K+].[K+].ClCCl.O1CCOCC1.O.